This data is from Catalyst prediction with 721,799 reactions and 888 catalyst types from USPTO. The task is: Predict which catalyst facilitates the given reaction. (1) Reactant: [Br:1][C:2]1[CH:3]=[C:4]([CH:7]=O)[S:5][CH:6]=1.Cl.CN.[C:12]([BH3-])#[N:13].[Na+].[OH-].[Na+]. Product: [Br:1][C:2]1[CH:3]=[C:4]([CH2:7][NH:13][CH3:12])[S:5][CH:6]=1. The catalyst class is: 10. (2) Reactant: [F:1][C:2]([F:23])([F:22])[C:3]1[CH:21]=[CH:20][CH:19]=[CH:18][C:4]=1[CH2:5][O:6][CH:7]1[CH2:10][N:9](C(OC(C)(C)C)=O)[CH2:8]1.FC(F)(F)C(O)=O. Product: [F:23][C:2]([F:1])([F:22])[C:3]1[CH:21]=[CH:20][CH:19]=[CH:18][C:4]=1[CH2:5][O:6][CH:7]1[CH2:8][NH:9][CH2:10]1. The catalyst class is: 4. (3) Reactant: [Cl:1][CH2:2][C:3]1[N:4]=[C:5]([NH:8][CH2:9][C:10]2[CH:15]=[CH:14][C:13]([O:16][CH3:17])=[CH:12][C:11]=2[O:18][CH3:19])[S:6][CH:7]=1.[F:20][C:21]1[CH:22]=[C:23]([CH:28]=[CH:29][CH:30]=1)[CH2:24][N:25]=[C:26]=[O:27]. Product: [Cl:1][CH2:2][C:3]1[N:4]=[C:5]([N:8]([CH2:9][C:10]2[CH:15]=[CH:14][C:13]([O:16][CH3:17])=[CH:12][C:11]=2[O:18][CH3:19])[C:26]([NH:25][CH2:24][C:23]2[CH:28]=[CH:29][CH:30]=[C:21]([F:20])[CH:22]=2)=[O:27])[S:6][CH:7]=1. The catalyst class is: 2. (4) Reactant: [Br:1][C:2]1[C:7]([OH:8])=[C:6]([O:9][CH3:10])[C:5]([O:11][CH:12]([F:14])[F:13])=[CH:4][CH:3]=1.C(=O)([O-])[O-].[K+].[K+].Br[CH2:22][C:23]1([CH2:27][OH:28])[CH2:26][O:25][CH2:24]1. Product: [Br:1][C:2]1[C:7]([O:8][CH2:22][C:23]2([CH2:27][OH:28])[CH2:26][O:25][CH2:24]2)=[C:6]([O:9][CH3:10])[C:5]([O:11][CH:12]([F:13])[F:14])=[CH:4][CH:3]=1. The catalyst class is: 10.